This data is from Reaction yield outcomes from USPTO patents with 853,638 reactions. The task is: Predict the reaction yield, written as a fraction of the theoretical maximum amount of product (1.0 means a 100% yield; for example, 0.34 means a 34% yield). The reactants are [OH:1][C:2]1[CH:7]=[CH:6][C:5]([C:8]2([C:11]([N:13]3[CH2:17][CH2:16][C@@:15]4([C:21]5[CH:22]=[CH:23][CH:24]=[CH:25][C:20]=5[C:19](=[O:26])[O:18]4)[CH2:14]3)=[O:12])[CH2:10][CH2:9]2)=[CH:4][CH:3]=1.Br.Br[CH2:29][C:30]1[CH:35]=[CH:34][N:33]=[CH:32][CH:31]=1.C(=O)([O-])[O-].[Cs+].[Cs+]. The catalyst is [I-].C([N+](CCCC)(CCCC)CCCC)CCC.CS(C)=O. The product is [N:33]1[CH:34]=[CH:35][C:30]([CH2:29][O:1][C:2]2[CH:7]=[CH:6][C:5]([C:8]3([C:11]([N:13]4[CH2:17][CH2:16][C@@:15]5([C:21]6[CH:22]=[CH:23][CH:24]=[CH:25][C:20]=6[C:19](=[O:26])[O:18]5)[CH2:14]4)=[O:12])[CH2:10][CH2:9]3)=[CH:4][CH:3]=2)=[CH:31][CH:32]=1. The yield is 0.530.